Task: Predict which catalyst facilitates the given reaction.. Dataset: Catalyst prediction with 721,799 reactions and 888 catalyst types from USPTO Reactant: O=P(Cl)(Cl)Cl.[F:6][C:7]1[N:12]=[C:11]([C:13]2[N:14]([CH2:18][C:19]3[N:24]=[CH:23][N:22]4[CH:25]=[C:26]([C:28]([NH2:30])=O)[N:27]=[C:21]4[C:20]=3[CH2:31][CH2:32][CH3:33])[CH:15]=[CH:16][N:17]=2)[CH:10]=[CH:9][CH:8]=1. Product: [F:6][C:7]1[N:12]=[C:11]([C:13]2[N:14]([CH2:18][C:19]3[N:24]=[CH:23][N:22]4[CH:25]=[C:26]([C:28]#[N:30])[N:27]=[C:21]4[C:20]=3[CH2:31][CH2:32][CH3:33])[CH:15]=[CH:16][N:17]=2)[CH:10]=[CH:9][CH:8]=1. The catalyst class is: 17.